Dataset: Peptide-MHC class I binding affinity with 185,985 pairs from IEDB/IMGT. Task: Regression. Given a peptide amino acid sequence and an MHC pseudo amino acid sequence, predict their binding affinity value. This is MHC class I binding data. The peptide sequence is NSQVYSLI. The binding affinity (normalized) is 0.374. The MHC is H-2-Kb with pseudo-sequence H-2-Kb.